Dataset: Full USPTO retrosynthesis dataset with 1.9M reactions from patents (1976-2016). Task: Predict the reactants needed to synthesize the given product. (1) Given the product [Cl:13][C:10]1[CH:11]=[CH:12][C:7]([N:6]2[C:5]3[CH:14]=[CH:15][CH:16]=[CH:17][C:4]=3[N:3]=[C:2]2[NH:18][CH2:19][CH2:20][CH2:21][N:22]2[CH2:27][CH2:26][CH:25]([C:28]3[CH:29]=[C:30]([NH:34][C:35](=[O:37])[CH3:36])[CH:31]=[CH:32][CH:33]=3)[CH2:24][CH2:23]2)=[CH:8][CH:9]=1, predict the reactants needed to synthesize it. The reactants are: Cl[C:2]1[N:6]([C:7]2[CH:12]=[CH:11][C:10]([Cl:13])=[CH:9][CH:8]=2)[C:5]2[CH:14]=[CH:15][CH:16]=[CH:17][C:4]=2[N:3]=1.[NH2:18][CH2:19][CH2:20][CH2:21][N:22]1[CH2:27][CH2:26][CH:25]([C:28]2[CH:29]=[C:30]([NH:34][C:35](=[O:37])[CH3:36])[CH:31]=[CH:32][CH:33]=2)[CH2:24][CH2:23]1. (2) The reactants are: C([O:3][C:4](=[O:20])[C@@H:5]([O:18][CH3:19])[CH2:6][C:7]1[CH:12]=[CH:11][C:10]([O:13][CH2:14][CH2:15][CH2:16]Br)=[CH:9][CH:8]=1)C.[OH:21][C:22]1[CH:27]=[CH:26][C:25]([NH:28][C:29](=[O:37])[CH2:30][C:31]2[CH:36]=[CH:35][CH:34]=[CH:33][CH:32]=2)=[CH:24][CH:23]=1.[OH-].[Na+]. Given the product [CH3:19][O:18][C@@H:5]([CH2:6][C:7]1[CH:8]=[CH:9][C:10]([O:13][CH2:14][CH2:15][CH2:16][O:21][C:22]2[CH:27]=[CH:26][C:25]([NH:28][C:29](=[O:37])[CH2:30][C:31]3[CH:32]=[CH:33][CH:34]=[CH:35][CH:36]=3)=[CH:24][CH:23]=2)=[CH:11][CH:12]=1)[C:4]([OH:3])=[O:20], predict the reactants needed to synthesize it.